This data is from Full USPTO retrosynthesis dataset with 1.9M reactions from patents (1976-2016). The task is: Predict the reactants needed to synthesize the given product. (1) Given the product [C:1]([O:5][C:6](=[O:36])[C:7]([O:10][C:11]1[CH:12]=[CH:13][C:14]([CH2:17][CH2:18][CH2:19][CH:20]2[CH2:24][N:23]([CH2:26][C:27]3[CH:32]=[CH:31][C:30]([CH3:33])=[C:29]([CH3:34])[CH:28]=3)[C:22](=[O:35])[NH:21]2)=[CH:15][CH:16]=1)([CH3:8])[CH3:9])([CH3:3])([CH3:2])[CH3:4], predict the reactants needed to synthesize it. The reactants are: [C:1]([O:5][C:6](=[O:36])[C:7]([O:10][C:11]1[CH:16]=[CH:15][C:14]([CH2:17][CH2:18][CH2:19][CH:20]2[C:24](=O)[N:23]([CH2:26][C:27]3[CH:32]=[CH:31][C:30]([CH3:33])=[C:29]([CH3:34])[CH:28]=3)[C:22](=[O:35])[NH:21]2)=[CH:13][CH:12]=1)([CH3:9])[CH3:8])([CH3:4])([CH3:3])[CH3:2]. (2) Given the product [CH2:6]([C:8]1[CH:13]=[C:12]([CH:11]=[CH:10][C:9]=1[N:21]([CH3:32])[C:22]1[N:27]=[CH:26][C:25]2[N:28]=[CH:29][N:30]([CH3:31])[C:24]=2[CH:23]=1)[CH2:14][NH:15][S:2]([CH3:1])(=[O:4])=[O:3])[CH3:7], predict the reactants needed to synthesize it. The reactants are: [CH3:1][S:2](Cl)(=[O:4])=[O:3].[CH2:6]([C:8]1[CH:13]=[C:12]([CH2:14][N:15]2C=CN=C2C)[CH:11]=[CH:10][C:9]=1[N:21]([CH3:32])[C:22]1[N:27]=[CH:26][C:25]2[N:28]=[CH:29][N:30]([CH3:31])[C:24]=2[CH:23]=1)[CH3:7].C(N(CC)CC)C.